From a dataset of Peptide-MHC class I binding affinity with 185,985 pairs from IEDB/IMGT. Regression. Given a peptide amino acid sequence and an MHC pseudo amino acid sequence, predict their binding affinity value. This is MHC class I binding data. (1) The peptide sequence is LLGEVEDGY. The MHC is Mamu-B17 with pseudo-sequence Mamu-B17. The binding affinity (normalized) is 0. (2) The peptide sequence is YMLFTKFFY. The MHC is HLA-A23:01 with pseudo-sequence HLA-A23:01. The binding affinity (normalized) is 0.398. (3) The peptide sequence is RQLIRLLTWLF. The MHC is HLA-B27:05 with pseudo-sequence HLA-B27:05. The binding affinity (normalized) is 0.744. (4) The peptide sequence is AMAGSIDLL. The MHC is HLA-A02:01 with pseudo-sequence HLA-A02:01. The binding affinity (normalized) is 0.872. (5) The peptide sequence is ETKITFALK. The MHC is Patr-A0101 with pseudo-sequence Patr-A0101. The binding affinity (normalized) is 0.103. (6) The peptide sequence is YRYTYRCHR. The MHC is HLA-A03:01 with pseudo-sequence HLA-A03:01. The binding affinity (normalized) is 0.0847. (7) The peptide sequence is AHSKAETEA. The MHC is HLA-A31:01 with pseudo-sequence HLA-A31:01. The binding affinity (normalized) is 0.0847.